Predict the reactants needed to synthesize the given product. From a dataset of Full USPTO retrosynthesis dataset with 1.9M reactions from patents (1976-2016). (1) Given the product [CH3:10][O:9][C:7](=[O:8])[CH:6]([O:5][C:1]([CH3:3])([CH3:2])[CH3:4])[C:11]1[C:16]([CH3:17])=[CH:15][CH:14]=[C:13]([CH:37]2[CH2:40][CH2:39][CH2:38]2)[C:12]=1[C:26]1[CH:35]=[C:30]2[C:29](=[CH:28][CH:27]=1)[O:34][CH2:33][CH2:32][CH2:31]2, predict the reactants needed to synthesize it. The reactants are: [C:1]([O:5][CH:6]([C:11]1[C:16]([CH3:17])=[CH:15][CH:14]=[C:13](OS(C(F)(F)F)(=O)=O)[C:12]=1[C:26]1[CH:27]=[CH:28][C:29]2[O:34][CH2:33][CH2:32][CH2:31][C:30]=2[CH:35]=1)[C:7]([O:9][CH3:10])=[O:8])([CH3:4])([CH3:3])[CH3:2].[Br-].[C:37]1(=[Zn+])[CH2:40][CH2:39][CH2:38]1.C1(P(C2CCCCC2)C2C=CC=CC=2C2C=CC=CC=2N(C)C)CCCCC1. (2) Given the product [Cl:25][C:18]1[CH:19]=[C:20]([CH3:24])[CH:21]=[C:22]([Cl:23])[C:17]=1[O:16][CH2:15][CH2:14][O:13][C:10]1[N:11]=[CH:12][C:7]([CH:29]=[O:30])=[CH:8][CH:9]=1, predict the reactants needed to synthesize it. The reactants are: [Li]CCCC.Br[C:7]1[CH:8]=[CH:9][C:10]([O:13][CH2:14][CH2:15][O:16][C:17]2[C:22]([Cl:23])=[CH:21][C:20]([CH3:24])=[CH:19][C:18]=2[Cl:25])=[N:11][CH:12]=1.CN([CH:29]=[O:30])C.[NH4+].[Cl-]. (3) Given the product [Cl:41][C:42]1[CH:47]=[CH:46][C:45]([C:48]([F:55])=[C:49]2[CH2:50][CH2:51][N:52]([S:35]([C:34]3[C:33]([CH3:39])=[N:32][NH:31][C:30]=3[CH3:29])(=[O:37])=[O:36])[CH2:53][CH2:54]2)=[CH:44][C:43]=1[F:56], predict the reactants needed to synthesize it. The reactants are: ClC1C=CC(C(=C2CCN(S(C3C(C)=NNC=3C)(=O)=O)CC2)C(OC)=O)=CC=1.[CH3:29][C:30]1[C:34]([S:35](Cl)(=[O:37])=[O:36])=[C:33]([CH3:39])[NH:32][N:31]=1.Cl.[Cl:41][C:42]1[CH:47]=[CH:46][C:45]([C:48]([F:55])=[C:49]2[CH2:54][CH2:53][NH:52][CH2:51][CH2:50]2)=[CH:44][C:43]=1[F:56]. (4) Given the product [CH2:1]([O:4][C:5]1[CH:20]=[CH:19][C:8]([CH2:9][S:10]([CH2:11][CH2:12][C:13]2[N:17]([CH3:18])[N:16]=[CH:15][CH:14]=2)=[O:29])=[CH:7][CH:6]=1)[CH:2]=[CH2:3], predict the reactants needed to synthesize it. The reactants are: [CH2:1]([O:4][C:5]1[CH:20]=[CH:19][C:8]([CH2:9][S:10][CH2:11][CH2:12][C:13]2[N:17]([CH3:18])[N:16]=[CH:15][CH:14]=2)=[CH:7][CH:6]=1)[CH:2]=[CH2:3].ClC1C=C(C(OO)=[O:29])C=CC=1. (5) Given the product [CH3:9][C:8]([CH3:10])=[CH:7][C:4]1[S:3][C:2]([C:12]#[N:13])=[CH:6][CH:5]=1, predict the reactants needed to synthesize it. The reactants are: Br[C:2]1[S:3][C:4]([CH:7]=[C:8]([CH3:10])[CH3:9])=[CH:5][CH:6]=1.[Cu](C#N)[C:12]#[N:13].N. (6) Given the product [F:1][C:2]1[CH:17]=[CH:16][CH:15]=[CH:14][C:3]=1[CH2:4][C:5]1([CH2:11][O:12][CH3:13])[CH2:10][CH2:9][CH2:8][N:7]([NH2:18])[CH2:6]1, predict the reactants needed to synthesize it. The reactants are: [F:1][C:2]1[CH:17]=[CH:16][CH:15]=[CH:14][C:3]=1[CH2:4][C:5]1([CH2:11][O:12][CH3:13])[CH2:10][CH2:9][CH2:8][NH:7][CH2:6]1.[N:18]([O-])=O.[Na+]. (7) The reactants are: [CH3:1][O:2][C:3](=[O:19])[CH:4]([NH:8][C:9](=[O:18])[C:10]1[C:15]([Cl:16])=[CH:14][CH:13]=[CH:12][C:11]=1[Cl:17])[CH2:5][CH:6]=[CH2:7].I[C:21]1[CH:35]=[CH:34][C:24]([O:25][C:26]2[N:31]=[C:30]([CH3:32])[CH:29]=[C:28]([CH3:33])[N:27]=2)=[CH:23][CH:22]=1. Given the product [CH3:1][O:2][C:3](=[O:19])[CH:4]([NH:8][C:9](=[O:18])[C:10]1[C:11]([Cl:17])=[CH:12][CH:13]=[CH:14][C:15]=1[Cl:16])[CH2:5]/[CH:6]=[CH:7]/[C:21]1[CH:22]=[CH:23][C:24]([O:25][C:26]2[N:27]=[C:28]([CH3:33])[CH:29]=[C:30]([CH3:32])[N:31]=2)=[CH:34][CH:35]=1, predict the reactants needed to synthesize it.